From a dataset of Peptide-MHC class I binding affinity with 185,985 pairs from IEDB/IMGT. Regression. Given a peptide amino acid sequence and an MHC pseudo amino acid sequence, predict their binding affinity value. This is MHC class I binding data. (1) The peptide sequence is NHMNVELSL. The MHC is HLA-B38:01 with pseudo-sequence YYSEYRNICTNTYENIAYLRYNFYTWAVLTYTWY. The binding affinity (normalized) is 0.920. (2) The peptide sequence is FPIPTEVVA. The MHC is HLA-B57:01 with pseudo-sequence HLA-B57:01. The binding affinity (normalized) is 0.0847.